Dataset: Catalyst prediction with 721,799 reactions and 888 catalyst types from USPTO. Task: Predict which catalyst facilitates the given reaction. (1) Reactant: [Cl:1][C:2]1[C:3]([CH3:18])=[C:4]([CH:14]([OH:17])CO)[C:5]([O:11][CH2:12][CH3:13])=[C:6]([C:8](=[O:10])[CH3:9])[CH:7]=1.C(O)(=O)C.I([O-])(=O)(=O)=O.[Na+]. Product: [C:8]([C:6]1[C:5]([O:11][CH2:12][CH3:13])=[C:4]([C:3]([CH3:18])=[C:2]([Cl:1])[CH:7]=1)[CH:14]=[O:17])(=[O:10])[CH3:9]. The catalyst class is: 30. (2) Reactant: [Cl:1][C:2]1[CH:20]=[CH:19][CH:18]=[C:17]([F:21])[C:3]=1[C:4]([NH:6][C:7]1[CH:15]=[C:14]2[C:10]([C:11](I)=[N:12][NH:13]2)=[CH:9][CH:8]=1)=[O:5].[CH2:22]([Sn](CCCC)(CCCC)C=C)[CH2:23]CC. Product: [Cl:1][C:2]1[CH:20]=[CH:19][CH:18]=[C:17]([F:21])[C:3]=1[C:4]([NH:6][C:7]1[CH:15]=[C:14]2[C:10]([C:11]([CH:22]=[CH2:23])=[N:12][NH:13]2)=[CH:9][CH:8]=1)=[O:5]. The catalyst class is: 747. (3) Reactant: [CH3:1][O:2][C:3](=[O:17])[C@@H:4]1[CH2:8][C@@H:7]([OH:9])[CH2:6][N:5]1[C:10]([O:12][C:13]([CH3:16])([CH3:15])[CH3:14])=[O:11].C(N(CC)CC)C.[CH3:25][S:26](Cl)(=[O:28])=[O:27]. Product: [CH3:1][O:2][C:3]([C@@H:4]1[CH2:8][C@@H:7]([O:9][S:26]([CH3:25])(=[O:28])=[O:27])[CH2:6][N:5]1[C:10]([O:12][C:13]([CH3:14])([CH3:16])[CH3:15])=[O:11])=[O:17]. The catalyst class is: 448. (4) Reactant: [CH3:1][C@H:2]1[CH2:7][NH:6][CH2:5][C@@H:4]([CH3:8])[NH:3]1.[S:9](N)([NH2:12])(=[O:11])=[O:10]. Product: [CH3:8][C@H:4]1[NH:3][C@@H:2]([CH3:1])[CH2:7][N:6]([S:9]([NH2:12])(=[O:11])=[O:10])[CH2:5]1. The catalyst class is: 12.